From a dataset of Full USPTO retrosynthesis dataset with 1.9M reactions from patents (1976-2016). Predict the reactants needed to synthesize the given product. (1) Given the product [C:1]([O:5][C:6]([N:8]1[CH2:13][CH2:12][CH:11]([C:14]2[C:23]3[C:18](=[CH:19][C:20]([N:26]4[CH2:31][CH2:30][O:29][CH2:28][CH2:27]4)=[C:21]([F:24])[CH:22]=3)[N:17]=[CH:16][N:15]=2)[CH2:10][CH2:9]1)=[O:7])([CH3:2])([CH3:3])[CH3:4], predict the reactants needed to synthesize it. The reactants are: [C:1]([O:5][C:6]([N:8]1[CH2:13][CH2:12][CH:11]([C:14]2[C:23]3[C:18](=[CH:19][C:20](F)=[C:21]([F:24])[CH:22]=3)[N:17]=[CH:16][N:15]=2)[CH2:10][CH2:9]1)=[O:7])([CH3:4])([CH3:3])[CH3:2].[NH:26]1[CH2:31][CH2:30][O:29][CH2:28][CH2:27]1. (2) Given the product [F:1][C:2]([F:18])([C:8]1[CH:13]=[CH:12][CH:11]=[C:10]([O:14][CH2:15][O:16][CH3:17])[CH:9]=1)[C:3]([OH:5])=[O:4], predict the reactants needed to synthesize it. The reactants are: [F:1][C:2]([F:18])([C:8]1[CH:13]=[CH:12][CH:11]=[C:10]([O:14][CH2:15][O:16][CH3:17])[CH:9]=1)[C:3]([O:5]CC)=[O:4].O.[OH-].[Li+].S(=O)(=O)(O)[O-].[K+].